From a dataset of Reaction yield outcomes from USPTO patents with 853,638 reactions. Predict the reaction yield, written as a fraction of the theoretical maximum amount of product (1.0 means a 100% yield; for example, 0.34 means a 34% yield). (1) The reactants are CCOC(C)=O.O1CCCCC1[O:13][NH:14][C:15]([C:17]1([S:27]([C:30]2[CH:35]=[CH:34][C:33]([C:36]3[CH:41]=[N:40][C:39]([CH2:42][CH2:43][C:44]([F:50])([F:49])[C:45]([F:48])([F:47])[F:46])=[CH:38][N:37]=3)=[CH:32][CH:31]=2)(=[O:29])=[O:28])[CH2:22][CH2:21][N:20]([CH2:23][CH2:24][O:25][CH3:26])[CH2:19][CH2:18]1)=[O:16].[ClH:51].C1(N2CCC(S(C3C=CC(C4C=CC(OC(F)(F)C(F)F)=CC=4)=CC=3)(=O)=O)(C(NOC3CCCCO3)=O)CC2)CC1. The catalyst is C(O)C.CCCCCC. The product is [ClH:51].[ClH:51].[OH:13][NH:14][C:15]([C:17]1([S:27]([C:30]2[CH:31]=[CH:32][C:33]([C:36]3[CH:41]=[N:40][C:39]([CH2:42][CH2:43][C:44]([F:50])([F:49])[C:45]([F:48])([F:46])[F:47])=[CH:38][N:37]=3)=[CH:34][CH:35]=2)(=[O:28])=[O:29])[CH2:18][CH2:19][N:20]([CH2:23][CH2:24][O:25][CH3:26])[CH2:21][CH2:22]1)=[O:16]. The yield is 0.870. (2) The reactants are [CH2:1]([C:3]1[C:4]([OH:24])=[C:5]([C:20]([O:22][CH3:23])=[O:21])[C:6](=[O:19])[NH:7][C:8]=1[C:9]1[CH:10]=[C:11]2[C:15](=[CH:16][CH:17]=1)[N:14]([CH3:18])[CH:13]=[CH:12]2)[CH3:2].[C:38]1(P([C:38]2[CH:43]=[CH:42][CH:41]=[CH:40][CH:39]=2)[C:38]2[CH:43]=[CH:42][CH:41]=[CH:40][CH:39]=2)[CH:43]=[CH:42][CH:41]=[CH:40][CH:39]=1.[CH2:44](O)[C:45]1[CH:50]=[CH:49][CH:48]=[CH:47][CH:46]=1.[CH3:52]C(OC(/N=N/C(OC(C)C)=O)=O)C. The catalyst is C1COCC1. The product is [CH2:44]([O:19][C:6]1[N:7]=[C:8]([C:9]2[CH:10]=[C:11]3[C:15](=[CH:16][CH:17]=2)[N:14]([CH3:18])[CH:13]=[CH:12]3)[C:3]([CH2:1][CH3:2])=[C:4]([O:24][CH2:52][C:38]2[CH:39]=[CH:40][CH:41]=[CH:42][CH:43]=2)[C:5]=1[C:20]([O:22][CH3:23])=[O:21])[C:45]1[CH:50]=[CH:49][CH:48]=[CH:47][CH:46]=1. The yield is 0.560. (3) The product is [N:10]1([CH2:16][CH2:17][CH2:18][N:19]2[CH2:20][CH2:21][N:22]([CH2:23][CH2:24][CH2:25][N:26]3[CH2:27][CH2:28][CH2:29][CH2:30][CH2:31]3)[C:3]2=[CH:4][N+:5]([O-:7])=[O:6])[CH2:11][CH2:12][CH2:13][CH2:14][CH2:15]1. The yield is 0.0470. The reactants are CS[CH:3](SC)[CH2:4][N+:5]([O-:7])=[O:6].[N:10]1([CH2:16][CH2:17][CH2:18][NH:19][CH2:20][CH2:21][NH:22][CH2:23][CH2:24][CH2:25][N:26]2[CH2:31][CH2:30][CH2:29][CH2:28][CH2:27]2)[CH2:15][CH2:14][CH2:13][CH2:12][CH2:11]1. The catalyst is C1COCC1. (4) The yield is 1.00. The reactants are [N+:1]([C:4]1[CH:5]=[CH:6][C:7]2[N:8]([C:21](=[O:23])[CH3:22])[C:9]3[C:14]([S:15][C:16]=2[CH:17]=1)=[CH:13][C:12]([N+:18]([O-])=O)=[CH:11][CH:10]=3)([O-])=O.O.O.[Sn](Cl)Cl.C(=O)([O-])O.[Na+]. The product is [NH2:1][C:4]1[CH:5]=[CH:6][C:7]2[N:8]([C:21](=[O:23])[CH3:22])[C:9]3[C:14]([S:15][C:16]=2[CH:17]=1)=[CH:13][C:12]([NH2:18])=[CH:11][CH:10]=3. The catalyst is C(O)C. (5) The reactants are [F:1][C:2]([F:8])([F:7])[S:3](Cl)(=[O:5])=[O:4].Cl.[CH3:10][O:11][C:12](=[O:17])[CH2:13][CH2:14][CH2:15][NH2:16].C(N(CC)CC)C.Cl. The catalyst is ClCCl. The product is [CH3:10][O:11][C:12](=[O:17])[CH2:13][CH2:14][CH2:15][NH:16][S:3]([C:2]([F:8])([F:7])[F:1])(=[O:5])=[O:4]. The yield is 0.850. (6) The reactants are [C@@H:1]12[CH2:7][NH:6][C@@H:5]1[CH2:4][N:3]([C:8]([O:10][CH2:11][C:12]1[CH:17]=[CH:16][CH:15]=[CH:14][CH:13]=1)=[O:9])[CH2:2]2.[C:18]([C:20]1[CH:21]=[N:22][CH:23]=[C:24](Br)[CH:25]=1)#[N:19].C([O-])([O-])=O.[Cs+].[Cs+]. The catalyst is C1(C)C=CC=CC=1.C1C=CC(/C=C/C(/C=C/C2C=CC=CC=2)=O)=CC=1.C1C=CC(/C=C/C(/C=C/C2C=CC=CC=2)=O)=CC=1.C1C=CC(/C=C/C(/C=C/C2C=CC=CC=2)=O)=CC=1.[Pd].[Pd].C1C=CC(P(C2C(C3C(P(C4C=CC=CC=4)C4C=CC=CC=4)=CC=C4C=3C=CC=C4)=C3C(C=CC=C3)=CC=2)C2C=CC=CC=2)=CC=1. The product is [C:18]([C:20]1[CH:25]=[C:24]([N:6]2[CH2:7][C@@H:1]3[C@H:5]2[CH2:4][N:3]([C:8]([O:10][CH2:11][C:12]2[CH:17]=[CH:16][CH:15]=[CH:14][CH:13]=2)=[O:9])[CH2:2]3)[CH:23]=[N:22][CH:21]=1)#[N:19]. The yield is 0.470. (7) The reactants are [CH3:1][N:2]([CH3:28])[C:3]([C:5]1[N:22]([CH:23]2[CH2:27][CH2:26][CH2:25][CH2:24]2)[C:8]2[N:9]=[C:10]([NH:13][C:14]3[CH:19]=[CH:18][C:17]([CH:20]=O)=[CH:16][N:15]=3)[N:11]=[CH:12][C:7]=2[CH:6]=1)=[O:4].[Cl-].[OH:30][CH:31]1[CH2:34][NH2+:33][CH2:32]1. No catalyst specified. The product is [CH3:1][N:2]([CH3:28])[C:3]([C:5]1[N:22]([CH:23]2[CH2:24][CH2:25][CH2:26][CH2:27]2)[C:8]2[N:9]=[C:10]([NH:13][C:14]3[CH:19]=[CH:18][C:17]([CH2:20][N:33]4[CH2:34][CH:31]([OH:30])[CH2:32]4)=[CH:16][N:15]=3)[N:11]=[CH:12][C:7]=2[CH:6]=1)=[O:4]. The yield is 0.470.